Predict the product of the given reaction. From a dataset of Forward reaction prediction with 1.9M reactions from USPTO patents (1976-2016). (1) Given the reactants [CH2:1]([O:5][C:6]([N:8]1[CH2:13][CH:12]=[C:11]([C:14]2[N:15]([CH3:19])[N:16]=[CH:17][CH:18]=2)[CH2:10][CH2:9]1)=[O:7])[CH2:2][CH2:3][CH3:4], predict the reaction product. The product is: [CH2:1]([O:5][C:6]([N:8]1[CH2:9][CH2:10][CH:11]([C:14]2[N:15]([CH3:19])[N:16]=[CH:17][CH:18]=2)[CH2:12][CH2:13]1)=[O:7])[CH2:2][CH2:3][CH3:4]. (2) Given the reactants [Br:1]Br.[CH3:3][C:4]1[S:5][CH:6]=[C:7]([CH3:12])[C:8]=1[C:9]([OH:11])=[O:10].O, predict the reaction product. The product is: [Br:1][C:6]1[S:5][C:4]([CH3:3])=[C:8]([C:9]([OH:11])=[O:10])[C:7]=1[CH3:12]. (3) Given the reactants [H-].[Na+].[F:3][C:4]1[CH:9]=[CH:8][C:7]([CH3:10])=[CH:6][C:5]=1[C:11](=[O:13])[CH3:12].[C:14](OC)(=[O:19])[C:15]([O:17][CH3:18])=[O:16].Cl, predict the reaction product. The product is: [CH3:18][O:17][C:15](=[O:16])[C:14](=[O:19])[CH2:12][C:11]([C:5]1[CH:6]=[C:7]([CH3:10])[CH:8]=[CH:9][C:4]=1[F:3])=[O:13]. (4) Given the reactants C[Sn](C)(C)[C:3]1[CH:8]=[CH:7][C:6]([N:9]2[CH2:13][C@H:12]([CH2:14][C:15](=[O:19])[C:16]([NH2:18])=[O:17])[O:11][CH2:10]2)=[CH:5][C:4]=1[F:20].[O:23]=[C:24]1[CH2:28][CH:27]([CH2:29][OH:30])[CH2:26][N:25]1[C:31]1[CH:36]=[CH:35][C:34](Br)=[CH:33][N:32]=1.[Cl-].[Li+].O, predict the reaction product. The product is: [O:23]=[C:24]1[CH2:28][CH:27]([CH2:29][OH:30])[CH2:26][N:25]1[C:31]1[CH:36]=[CH:35][C:34]([C:3]2[CH:8]=[CH:7][C:6]([N:9]3[CH2:13][C@H:12]([CH2:14][C:15](=[O:19])[C:16]([NH2:18])=[O:17])[O:11][CH2:10]3)=[CH:5][C:4]=2[F:20])=[CH:33][N:32]=1. (5) Given the reactants C([O:8][C:9]([C:11]1([CH:17]=[CH2:18])[CH2:16][CH2:15][CH2:14][O:13][CH2:12]1)=[O:10])C1C=CC=CC=1.O.[OH-].[Li+], predict the reaction product. The product is: [CH:17]([C:11]1([C:9]([OH:10])=[O:8])[CH2:16][CH2:15][CH2:14][O:13][CH2:12]1)=[CH2:18]. (6) Given the reactants [Cl:1][C:2]1[CH:7]=[CH:6][C:5]([N:8]2[C:16]([C:17]3[CH:22]=[CH:21][CH:20]=[CH:19][C:18]=3[Cl:23])=[N:15][C:14]3[C:9]2=[N:10][CH:11]=[N:12][C:13]=3[N:24]2[CH2:29][CH2:28][C:27](=O)[CH2:26][CH2:25]2)=[CH:4][CH:3]=1.Cl.[NH2:32][OH:33], predict the reaction product. The product is: [Cl:1][C:2]1[CH:7]=[CH:6][C:5]([N:8]2[C:16]([C:17]3[CH:22]=[CH:21][CH:20]=[CH:19][C:18]=3[Cl:23])=[N:15][C:14]3[C:9]2=[N:10][CH:11]=[N:12][C:13]=3[N:24]2[CH2:29][CH2:28][C:27](=[N:32][OH:33])[CH2:26][CH2:25]2)=[CH:4][CH:3]=1. (7) Given the reactants [CH3:1][O:2][C:3]([C:5]1[C:6](=[O:17])[S:7][C:8]2[C:13]([C:14]=1[OH:15])=[CH:12][CH:11]=[C:10](Br)[CH:9]=2)=[O:4].[Cl:18][C:19]1[CH:20]=[C:21](B(O)O)[CH:22]=[C:23]([Cl:25])[CH:24]=1, predict the reaction product. The product is: [CH3:1][O:2][C:3]([C:5]1[C:6](=[O:17])[S:7][C:8]2[C:13]([C:14]=1[OH:15])=[CH:12][CH:11]=[C:10]([C:21]1[CH:20]=[C:19]([Cl:18])[CH:24]=[C:23]([Cl:25])[CH:22]=1)[CH:9]=2)=[O:4].